From a dataset of Reaction yield outcomes from USPTO patents with 853,638 reactions. Predict the reaction yield, written as a fraction of the theoretical maximum amount of product (1.0 means a 100% yield; for example, 0.34 means a 34% yield). (1) The reactants are [CH:1]([C:3]1[CH:18]=[CH:17][C:6]([O:7][C:8]2[CH:9]=[CH:10][C:11]([C:14]([NH2:16])=[O:15])=[N:12][CH:13]=2)=[CH:5][CH:4]=1)=O.[CH:19]1[C:28]2[C:23](=[CH:24][CH:25]=[CH:26][CH:27]=2)[CH:22]=[CH:21][C:20]=1[CH2:29][CH2:30][NH2:31]. No catalyst specified. The product is [CH:19]1[C:28]2[C:23](=[CH:24][CH:25]=[CH:26][CH:27]=2)[CH:22]=[CH:21][C:20]=1[CH2:29][CH2:30][NH:31][CH2:1][C:3]1[CH:18]=[CH:17][C:6]([O:7][C:8]2[CH:9]=[CH:10][C:11]([C:14]([NH2:16])=[O:15])=[N:12][CH:13]=2)=[CH:5][CH:4]=1. The yield is 0.503. (2) The reactants are [F:1][C:2]([F:13])([F:12])[C:3]1[CH:8]=[CH:7][C:6]([N:9]=[C:10]=[O:11])=[CH:5][CH:4]=1.[NH2:14][CH:15]1[CH2:20][CH2:19][N:18]([C:21](=[O:27])[CH:22]([CH2:25][CH3:26])[CH2:23][CH3:24])[CH2:17][CH2:16]1.C(C(CC)C(O)=O)C.Cl. The catalyst is C1COCC1. The product is [CH2:25]([CH:22]([CH2:23][CH3:24])[C:21]([N:18]1[CH2:17][CH2:16][CH:15]([NH:14][C:10]([NH:9][C:6]2[CH:5]=[CH:4][C:3]([C:2]([F:12])([F:13])[F:1])=[CH:8][CH:7]=2)=[O:11])[CH2:20][CH2:19]1)=[O:27])[CH3:26]. The yield is 0.550.